Binary Classification. Given a drug SMILES string, predict its activity (active/inactive) in a high-throughput screening assay against a specified biological target. From a dataset of HIV replication inhibition screening data with 41,000+ compounds from the AIDS Antiviral Screen. (1) The result is 0 (inactive). The drug is CC(=O)OCC1OC(n2c(C)c(C(C)=O)c(-c3cccc4ccccc34)c(C#N)c2=S)C(OC(C)=O)C(OC(C)=O)C1OC(C)=O. (2) The drug is Br.CCN1CCC(O)(c2ccc(Cl)cc2)C(C(=O)c2ccc(Cl)cc2)C1. The result is 0 (inactive). (3) The drug is COC(=O)C1(C(=O)OC)N=C(C)OC1c1ccoc1. The result is 0 (inactive). (4) The molecule is CCOC=CC=C(C(=O)OCC)C(=O)OCC. The result is 0 (inactive). (5) The molecule is N#CC(C#N)=CN1CCCCC1. The result is 0 (inactive). (6) The compound is O=C1CC(c2ccccc2)C2(C(=O)c3ccccc3C2=O)C(c2ccccc2)C1. The result is 1 (active).